This data is from Experimentally validated miRNA-target interactions with 360,000+ pairs, plus equal number of negative samples. The task is: Binary Classification. Given a miRNA mature sequence and a target amino acid sequence, predict their likelihood of interaction. (1) The miRNA is hsa-miR-3679-3p with sequence CUUCCCCCCAGUAAUCUUCAUC. The protein sequence of the target gene is MAACRALKAVLVDLSGTLHIEDAAVPGAQEALKRLRGASVIIRFVTNTTKESKQDLLERLRKLEFDISEDEIFTSLTAARSLLERKQVRPMLLVDDRALPDFKGIQTSDPNAVVMGLAPEHFHYQILNQAFRLLLDGAPLIAIHKARYYKRKDGLALGPGPFVTALEYATDTKATVVGKPEKTFFLEALRGTGCEPEEAVMIGDDCRDDVGGAQDVGMLGILVKTGKYRASDEEKINPPPYLTCESFPHAVDHILQHLL. Result: 1 (interaction). (2) The miRNA is cel-miR-247-3p with sequence UGACUAGAGCCUAUUCUCUUCU. The protein sequence of the target gene is MAESSESFTMASSPAQRRRGNDPLTSSPGRSSRRTDALTSSPGRDLPPFEDESEGLLGTEGPLEEEEDGEELIGDGMERDYRAIPELDAYEAEGLALDDEDVEELTASQREAAERAMRQRDREAGRGLGRMRRGLLYDSDEEDEERPARKRRQVERATEDGEEDEEMIESIENLEDLKGHSVREWVSMAGPRLEIHHRFKNFLRTHVDSHGHNVFKERISDMCKENRESLVVNYEDLAAREHVLAYFLPEAPAELLQIFDEAALEVVLAMYPKYDRITNHIHVRISHLPLVEELRSLRQL.... Result: 0 (no interaction). (3) The miRNA is hsa-miR-548aw with sequence GUGCAAAAGUCAUCACGGUU. The protein sequence of the target gene is MERPDKAALNALQPPEFRNESSLASTLKTLLFFTALMITVPIGLYFTTKSYIFEGALGMSNRDSYFYAAIVAVVAVHVVLALFVYVAWNEGSRQWREGKQD. Result: 1 (interaction).